Task: Predict the product of the given reaction.. Dataset: Forward reaction prediction with 1.9M reactions from USPTO patents (1976-2016) (1) Given the reactants Cl.[Br:2][C:3]1[CH:4]=[CH:5][C:6]([F:11])=[C:7]([CH2:9][NH2:10])[CH:8]=1.[C:12](O[C:12]([O:14][C:15]([CH3:18])([CH3:17])[CH3:16])=[O:13])([O:14][C:15]([CH3:18])([CH3:17])[CH3:16])=[O:13].C(N(CC)CC)C, predict the reaction product. The product is: [Br:2][C:3]1[CH:4]=[CH:5][C:6]([F:11])=[C:7]([CH:8]=1)[CH2:9][NH:10][C:12](=[O:13])[O:14][C:15]([CH3:18])([CH3:17])[CH3:16]. (2) Given the reactants C(OP([C:9](OC)(OC)[CH2:10][CH2:11][C:12]1[CH:22]=[CH:21][C:15]([C:16]([O:18][CH2:19][CH3:20])=[O:17])=[CH:14][CH:13]=1)(OCC)=O)C.[Li]CCCC.[CH3:32][C:33]1([CH3:52])[CH:42]=[C:41]([C:43]2[CH:48]=[CH:47][C:46]([CH3:49])=[CH:45][CH:44]=2)[C:40]2[C:35](=[CH:36][CH:37]=[C:38]([CH:50]=O)[CH:39]=2)[O:34]1.Cl[Sn](Cl)(Cl)Cl, predict the reaction product. The product is: [CH2:19]([O:18][C:16](=[O:17])[C:15]1[CH:14]=[CH:13][C:12]([C:11]2[CH:50]=[CH:38][C:37]3[CH:36]=[C:35]4[C:40]([C:41]([C:43]5[CH:48]=[CH:47][C:46]([CH3:49])=[CH:45][CH:44]=5)=[CH:42][C:33]([CH3:52])([CH3:32])[O:34]4)=[CH:39][C:9]=3[CH:10]=2)=[CH:22][CH:21]=1)[CH3:20]. (3) The product is: [Cl:1][C:2]1[CH:7]=[C:6]([N+:8]([O-:10])=[O:9])[CH:5]=[CH:4][C:3]=1[O:12][C:13]1[CH:21]=[CH:20][CH:19]=[C:18]2[C:14]=1[CH2:15][CH2:16][C:17]2=[O:22]. Given the reactants [Cl:1][C:2]1[CH:7]=[C:6]([N+:8]([O-:10])=[O:9])[CH:5]=[CH:4][C:3]=1F.[OH:12][C:13]1[CH:21]=[CH:20][CH:19]=[C:18]2[C:14]=1[CH2:15][CH2:16][C:17]2=[O:22].C(=O)([O-])[O-].[K+].[K+].Cl, predict the reaction product. (4) Given the reactants [Cl:1][C:2]1[CH:7]=[CH:6][C:5]([CH2:8][CH2:9][C:10]([OH:12])=O)=[CH:4][CH:3]=1.S(Cl)(Cl)=O.[Cl-].[Cl-].[Cl-].[Al+3], predict the reaction product. The product is: [Cl:1][C:2]1[CH:3]=[C:4]2[C:5]([CH2:8][CH2:9][C:10]2=[O:12])=[CH:6][CH:7]=1. (5) Given the reactants [C:1]12([N:11]=[C:12]=[O:13])[CH2:10][CH:5]3[CH2:6][CH:7]([CH2:9][CH:3]([CH2:4]3)[CH2:2]1)[CH2:8]2.[NH:14]1[C:22]2[C:17](=[CH:18][CH:19]=[CH:20][CH:21]=2)[CH2:16][CH2:15]1.CCN(CC)CC, predict the reaction product. The product is: [C:1]12([NH:11][C:12]([N:14]3[C:22]4[C:17](=[CH:18][CH:19]=[CH:20][CH:21]=4)[CH2:16][CH2:15]3)=[O:13])[CH2:10][CH:5]3[CH2:6][CH:7]([CH2:9][CH:3]([CH2:4]3)[CH2:2]1)[CH2:8]2. (6) Given the reactants N[C:2]1[CH:3]=[C:4]([CH:8]=[C:9]([C:11]([O:13][CH3:14])=[O:12])[CH:10]=1)[C:5]([OH:7])=[O:6].N([O-])=O.[Na+].[I-:19].[K+], predict the reaction product. The product is: [I:19][C:2]1[CH:3]=[C:4]([CH:8]=[C:9]([C:11]([O:13][CH3:14])=[O:12])[CH:10]=1)[C:5]([OH:7])=[O:6].